The task is: Predict which catalyst facilitates the given reaction.. This data is from Catalyst prediction with 721,799 reactions and 888 catalyst types from USPTO. (1) Reactant: Cl[CH2:2][C:3]1[CH:8]=[C:7]([C:9]([NH:11][C:12]2[S:13][C:14]([C:22]([CH:24]3[CH2:29][CH2:28][O:27][CH2:26][CH2:25]3)=[O:23])=[C:15]([C:17]3[O:18][CH:19]=[CH:20][CH:21]=3)[N:16]=2)=[O:10])[CH:6]=[CH:5][N:4]=1.[NH:30]1[CH2:35][CH2:34][O:33][CH2:32][CH2:31]1.O.C(=O)([O-])O.[Na+]. Product: [O:18]1[CH:19]=[CH:20][CH:21]=[C:17]1[C:15]1[N:16]=[C:12]([NH:11][C:9]([C:7]2[CH:6]=[CH:5][N:4]=[C:3]([CH2:2][N:30]3[CH2:35][CH2:34][O:33][CH2:32][CH2:31]3)[CH:8]=2)=[O:10])[S:13][C:14]=1[C:22]([CH:24]1[CH2:29][CH2:28][O:27][CH2:26][CH2:25]1)=[O:23]. The catalyst class is: 10. (2) Reactant: [C:1](Cl)(=O)C.[Br:5][C:6]1[S:10][C:9]([CH:11]=[CH:12][C:13](=[O:17])[C:14]([OH:16])=[O:15])=[CH:8][CH:7]=1. Product: [CH3:1][O:15][C:14](=[O:16])[C:13](=[O:17])[CH:12]=[CH:11][C:9]1[S:10][C:6]([Br:5])=[CH:7][CH:8]=1. The catalyst class is: 5. (3) The catalyst class is: 628. Reactant: [Br:1][C:2]1[CH:7]=[CH:6][C:5](B(O)O)=[C:4]([F:11])[CH:3]=1.Br[C:13]1[N:18]=[CH:17][C:16]([O:19][CH2:20][CH:21]2[CH2:26][CH2:25][N:24]([C:27]([O:29][C:30]([CH3:33])([CH3:32])[CH3:31])=[O:28])[CH2:23][CH2:22]2)=[CH:15][CH:14]=1.C([O-])([O-])=O.[Na+].[Na+]. Product: [Br:1][C:2]1[CH:7]=[CH:6][C:5]([C:13]2[N:18]=[CH:17][C:16]([O:19][CH2:20][CH:21]3[CH2:22][CH2:23][N:24]([C:27]([O:29][C:30]([CH3:33])([CH3:32])[CH3:31])=[O:28])[CH2:25][CH2:26]3)=[CH:15][CH:14]=2)=[C:4]([F:11])[CH:3]=1. (4) Reactant: [Cl:1][C:2]1[N:7]=[C:6]([NH:8][C:9]2[CH:14]=[C:13]([N+:15]([O-:17])=[O:16])[CH:12]=[CH:11][C:10]=2[F:18])[C:5]([Cl:19])=[CH:4][N:3]=1.[C:20](=O)([O-])[O-].[K+].[K+].CI. Product: [Cl:1][C:2]1[N:7]=[C:6]([N:8]([C:9]2[CH:14]=[C:13]([N+:15]([O-:17])=[O:16])[CH:12]=[CH:11][C:10]=2[F:18])[CH3:20])[C:5]([Cl:19])=[CH:4][N:3]=1. The catalyst class is: 3. (5) Reactant: Br[C:2]1[CH:3]=[C:4]([NH:8][C:9](=[O:14])[C:10]([CH3:13])([CH3:12])[CH3:11])[CH:5]=[CH:6][CH:7]=1.B1(B2OC(C)(C)C(C)(C)O2)OC(C)(C)C(C)(C)O1.C([O-])(=O)C.[K+].[ClH:38].[N:39]12[CH2:46][CH2:45][CH:42]([CH2:43][CH2:44]1)[C@@H:41]([NH:47][C:48]([C:50]1[S:51][C:52]3[C:58](Br)=[CH:57][CH:56]=[CH:55][C:53]=3[CH:54]=1)=[O:49])[CH2:40]2.C(=O)([O-])[O-].[Na+].[Na+]. Product: [ClH:38].[N:39]12[CH2:44][CH2:43][CH:42]([CH2:45][CH2:46]1)[C@@H:41]([NH:47][C:48]([C:50]1[S:51][C:52]3[C:58]([C:2]4[CH:7]=[CH:6][CH:5]=[C:4]([NH:8][C:9](=[O:14])[C:10]([CH3:13])([CH3:12])[CH3:11])[CH:3]=4)=[CH:57][CH:56]=[CH:55][C:53]=3[CH:54]=1)=[O:49])[CH2:40]2. The catalyst class is: 151. (6) Reactant: [N:1]1[CH:6]=[CH:5][CH:4]=[C:3]([CH2:7][NH:8][C:9]([C:11]2[N:20]3[C:14]([CH2:15][N:16]([C:25]([C:27]4[CH:32]=[CH:31][C:30]([C:33]5[C:34]([C:39]([OH:41])=O)=[CH:35][CH:36]=[CH:37][CH:38]=5)=[CH:29][CH:28]=4)=[O:26])[C:17]4[CH:24]=[CH:23][CH:22]=[CH:21][C:18]=4[CH2:19]3)=[CH:13][CH:12]=2)=[O:10])[CH:2]=1.[CH3:42][NH:43][CH3:44].O1CCCC1. Product: [CH3:42][N:43]([CH3:44])[C:39]([C:34]1[CH:35]=[CH:36][CH:37]=[CH:38][C:33]=1[C:30]1[CH:29]=[CH:28][C:27]([C:25]([N:16]2[C:17]3[CH:24]=[CH:23][CH:22]=[CH:21][C:18]=3[CH2:19][N:20]3[C:11]([C:9]([NH:8][CH2:7][C:3]4[CH:2]=[N:1][CH:6]=[CH:5][CH:4]=4)=[O:10])=[CH:12][CH:13]=[C:14]3[CH2:15]2)=[O:26])=[CH:32][CH:31]=1)=[O:41]. The catalyst class is: 60. (7) Reactant: C1(SC)C=CC=CC=1.C([O:16][C:17]1[CH:41]=[CH:40][C:39]([O:42][CH2:43][CH2:44][N:45]2[CH2:50][CH2:49][S:48][CH2:47][CH2:46]2)=[CH:38][C:18]=1[C:19]([NH:21][C:22]1[CH:31]=[C:30]([C:32]2[CH:37]=[CH:36][CH:35]=[CH:34][CH:33]=2)[CH:29]=[CH:28][C:23]=1[C:24]([O:26][CH3:27])=[O:25])=[O:20])C1C=CC=CC=1. Product: [OH:16][C:17]1[CH:41]=[CH:40][C:39]([O:42][CH2:43][CH2:44][N:45]2[CH2:46][CH2:47][S:48][CH2:49][CH2:50]2)=[CH:38][C:18]=1[C:19]([NH:21][C:22]1[CH:31]=[C:30]([C:32]2[CH:33]=[CH:34][CH:35]=[CH:36][CH:37]=2)[CH:29]=[CH:28][C:23]=1[C:24]([O:26][CH3:27])=[O:25])=[O:20]. The catalyst class is: 55.